From a dataset of Catalyst prediction with 721,799 reactions and 888 catalyst types from USPTO. Predict which catalyst facilitates the given reaction. Reactant: [CH:1]1([CH:6](O)[CH2:7][NH:8][C:9](=[O:15])[O:10][C:11]([CH3:14])([CH3:13])[CH3:12])[CH2:5][CH2:4][CH2:3][CH2:2]1.[C:17]1(P(C2C=CC=CC=2)C2C=CC=CC=2)C=CC=CC=1.[C:36]1(=[O:46])[NH:40][C:39](=[O:41])[C:38]2=[CH:42][CH:43]=[CH:44][CH:45]=[C:37]12. Product: [CH:1]1([CH:6]([N:40]2[C:36](=[O:46])[C:37]3[C:38](=[CH:42][CH:43]=[CH:44][CH:45]=3)[C:39]2=[O:41])[CH2:7][NH:8][C:9](=[O:15])[O:10][C:11]([CH3:12])([CH3:13])[CH3:14])[CH2:17][CH2:2][CH2:3][CH2:4][CH2:5]1. The catalyst class is: 1.